Dataset: Forward reaction prediction with 1.9M reactions from USPTO patents (1976-2016). Task: Predict the product of the given reaction. (1) Given the reactants Br[C:2]1[CH:7]=[C:6]([CH3:8])[CH:5]=[C:4]([CH3:9])[C:3]=1[OH:10].[O:11]1[CH2:16][CH:15]=[C:14](B2OC(C)(C)C(C)(C)O2)[CH2:13][CH2:12]1.C(=O)([O-])[O-].[Na+].[Na+].O, predict the reaction product. The product is: [O:11]1[CH2:12][CH:13]=[C:14]([C:2]2[CH:7]=[C:6]([CH3:8])[CH:5]=[C:4]([CH3:9])[C:3]=2[OH:10])[CH2:15][CH2:16]1. (2) Given the reactants CO[C:3]([C:5]1[NH:6][N:7]=[C:8]([O:10][CH2:11][C:12]2[C:13]([C:18]3[CH:23]=[CH:22][C:21]([F:24])=[CH:20][CH:19]=3)=[N:14][O:15][C:16]=2[CH3:17])[CH:9]=1)=[O:4].COC(C1NN=C(OCC2C(C3C=CC=CC=3)=NOC=2C)C=1)=O.[NH2:48][N:49]1[CH2:54][CH2:53][O:52][CH2:51][CH2:50]1, predict the reaction product. The product is: [N:49]1([NH:48][C:3]([C:5]2[NH:6][N:7]=[C:8]([O:10][CH2:11][C:12]3[C:13]([C:18]4[CH:19]=[CH:20][C:21]([F:24])=[CH:22][CH:23]=4)=[N:14][O:15][C:16]=3[CH3:17])[CH:9]=2)=[O:4])[CH2:54][CH2:53][O:52][CH2:51][CH2:50]1. (3) Given the reactants C(=O)(OCC(F)(F)C(F)(F)C(F)(F)C(F)F)OCC(F)(F)C(F)(F)C(F)(F)C(F)F.FC(F)(C(F)(F)C(F)(F)C(F)F)C[NH:34][C:35](=[O:62])[O:36][CH2:37][CH:38]1[CH:43]=[CH:42][CH2:41][CH:40]([CH2:44][O:45][C:46](=[O:61])[NH:47]CC(F)(F)C(F)(F)C(F)(F)C(F)F)[CH2:39]1, predict the reaction product. The product is: [C:46](=[O:61])([O:45][CH2:44][CH:40]1[CH:41]=[CH:42][CH2:43][CH:38]([CH2:37][O:36][C:35](=[O:62])[NH2:34])[CH2:39]1)[NH2:47]. (4) Given the reactants Cl[C:2]1[C:11]2=[N:12][N:13](CC3C=CC(OC)=CC=3)[CH:14]=[C:10]2[C:9]2[CH:8]=[CH:7][C:6]([F:24])=[CH:5][C:4]=2[N:3]=1.[NH2:25][C:26]1[CH:36]=[CH:35][C:29]2[O:30][CH2:31][C:32](=[O:34])[NH:33][C:28]=2[CH:27]=1.Cl, predict the reaction product. The product is: [F:24][C:6]1[CH:7]=[CH:8][C:9]2[C:10]3[CH:14]=[N:13][NH:12][C:11]=3[C:2]([NH:25][C:26]3[CH:36]=[CH:35][C:29]4[O:30][CH2:31][C:32](=[O:34])[NH:33][C:28]=4[CH:27]=3)=[N:3][C:4]=2[CH:5]=1. (5) The product is: [F:1][C:2]1[CH:7]=[CH:6][C:5]([CH2:8][C:9]([O:11][CH3:12])=[O:10])=[C:4]([O:13][CH2:27][C@@H:28]2[CH2:30][O:29]2)[CH:3]=1. Given the reactants [F:1][C:2]1[CH:7]=[CH:6][C:5]([CH2:8][C:9]([O:11][CH3:12])=[O:10])=[C:4]([OH:13])[CH:3]=1.[N+](C1C=C(S(O[CH2:27][C@:28]2(C)[CH2:30][O:29]2)(=O)=O)C=CC=1)([O-])=O.C(=O)([O-])[O-].[Cs+].[Cs+], predict the reaction product.